From a dataset of NCI-60 drug combinations with 297,098 pairs across 59 cell lines. Regression. Given two drug SMILES strings and cell line genomic features, predict the synergy score measuring deviation from expected non-interaction effect. Drug 1: CC1=C(C=C(C=C1)NC2=NC=CC(=N2)N(C)C3=CC4=NN(C(=C4C=C3)C)C)S(=O)(=O)N.Cl. Drug 2: C1=CN(C=N1)CC(O)(P(=O)(O)O)P(=O)(O)O. Cell line: SN12C. Synergy scores: CSS=3.26, Synergy_ZIP=-0.714, Synergy_Bliss=1.47, Synergy_Loewe=1.23, Synergy_HSA=1.26.